This data is from Reaction yield outcomes from USPTO patents with 853,638 reactions. The task is: Predict the reaction yield, written as a fraction of the theoretical maximum amount of product (1.0 means a 100% yield; for example, 0.34 means a 34% yield). (1) The reactants are [CH2:1]([C:3]1([CH2:13][C:14]([C:16]([F:19])([F:18])[F:17])=C)[C:12]2[C:7](=[CH:8][CH:9]=[CH:10][CH:11]=2)[CH2:6][CH2:5][CH2:4]1)[CH3:2].CSC.C[OH:24]. No catalyst specified. The product is [CH2:1]([C:3]1([CH2:13][C:14](=[O:24])[C:16]([F:19])([F:18])[F:17])[C:12]2[C:7](=[CH:8][CH:9]=[CH:10][CH:11]=2)[CH2:6][CH2:5][CH2:4]1)[CH3:2]. The yield is 0.260. (2) The reactants are [NH2:1][C:2]1[C:3]([CH3:28])=[N:4][C:5]([O:9][CH2:10][C:11]([N:13]([CH:15]2[CH2:20][CH2:19][N:18]([CH2:21][C:22]3[CH:27]=[CH:26][CH:25]=[CH:24][CH:23]=3)[CH2:17][CH2:16]2)[CH3:14])=[O:12])=[N:6][C:7]=1[CH3:8].O.[C:30]1([S:36]([OH:39])(=[O:38])=[O:37])[CH:35]=[CH:34][CH:33]=[CH:32][CH:31]=1. The catalyst is CO. The product is [C:30]1([S:36]([OH:39])(=[O:38])=[O:37])[CH:35]=[CH:34][CH:33]=[CH:32][CH:31]=1.[NH2:1][C:2]1[C:7]([CH3:8])=[N:6][C:5]([O:9][CH2:10][C:11]([N:13]([CH:15]2[CH2:20][CH2:19][N:18]([CH2:21][C:22]3[CH:23]=[CH:24][CH:25]=[CH:26][CH:27]=3)[CH2:17][CH2:16]2)[CH3:14])=[O:12])=[N:4][C:3]=1[CH3:28]. The yield is 0.690.